Task: Predict the product of the given reaction.. Dataset: Forward reaction prediction with 1.9M reactions from USPTO patents (1976-2016) (1) Given the reactants [N:1]1([CH:6]([CH3:12])[C:7](OCC)=[O:8])[CH2:5][CH2:4][CH2:3][CH2:2]1.O.[NH2:14][NH2:15], predict the reaction product. The product is: [N:1]1([CH:6]([CH3:12])[C:7]([NH:14][NH2:15])=[O:8])[CH2:5][CH2:4][CH2:3][CH2:2]1. (2) Given the reactants Cl.[NH2:2][CH2:3][C:4]1[CH:12]=[CH:11][CH:10]=[C:9]2[C:5]=1[C:6](=[O:22])[N:7]([CH:14]1[CH2:19][CH2:18][C:17](=[O:20])[NH:16][C:15]1=[O:21])[C:8]2=[O:13].N12CCCN=C1CCCCC2.ON1C2C=CC=CC=2N=N1.CC1[O:46][C:47]([CH3:53])=[CH:48][C:49]=1[C:50](O)=[O:51].Cl.CN(C)[CH2:57][CH2:58][CH2:59]N=C=NCC, predict the reaction product. The product is: [CH3:53][C:47]1[O:46][C:58]([CH3:57])=[CH:59][C:48]=1[CH2:49][C:50]([NH:2][CH2:3][C:4]1[CH:12]=[CH:11][CH:10]=[C:9]2[C:5]=1[C:6](=[O:22])[N:7]([CH:14]1[CH2:19][CH2:18][C:17](=[O:20])[NH:16][C:15]1=[O:21])[C:8]2=[O:13])=[O:51]. (3) Given the reactants [NH2:1][CH:2]1[CH2:10][C:9]2[C:4](=[CH:5][CH:6]=[C:7]([S:11][C:12](=[O:16])[N:13]([CH3:15])[CH3:14])[CH:8]=2)[CH2:3]1.[CH:17](OCC)=[O:18], predict the reaction product. The product is: [CH:17]([NH:1][CH:2]1[CH2:10][C:9]2[C:4](=[CH:5][CH:6]=[C:7]([S:11][C:12](=[O:16])[N:13]([CH3:14])[CH3:15])[CH:8]=2)[CH2:3]1)=[O:18]. (4) Given the reactants [CH2:1]([N:8]([CH2:27][C:28]1[CH:33]=[CH:32][CH:31]=[CH:30][CH:29]=1)[CH2:9][CH2:10][N:11]1[C:16]2[CH:17]=C(C#N)[C:19]([F:21])=[CH:20][C:15]=2[O:14][C:13]([CH3:25])([CH3:24])[C:12]1=[O:26])[C:2]1[CH:7]=[CH:6][CH:5]=[CH:4][CH:3]=1.Cl.O.[C:36]([OH:39])(=[O:38])[CH3:37], predict the reaction product. The product is: [CH2:1]([N:8]([CH2:27][C:28]1[CH:29]=[CH:30][CH:31]=[CH:32][CH:33]=1)[CH2:9][CH2:10][N:11]1[C:16]2[CH:17]=[C:37]([C:36]([OH:39])=[O:38])[C:19]([F:21])=[CH:20][C:15]=2[O:14][C:13]([CH3:25])([CH3:24])[C:12]1=[O:26])[C:2]1[CH:7]=[CH:6][CH:5]=[CH:4][CH:3]=1.